Dataset: Ames mutagenicity test results for genotoxicity prediction. Task: Regression/Classification. Given a drug SMILES string, predict its toxicity properties. Task type varies by dataset: regression for continuous values (e.g., LD50, hERG inhibition percentage) or binary classification for toxic/non-toxic outcomes (e.g., AMES mutagenicity, cardiotoxicity, hepatotoxicity). Dataset: ames. (1) The drug is Clc1cccnc1. The result is 0 (non-mutagenic). (2) The compound is FC(F)=C(F)F. The result is 0 (non-mutagenic). (3) The compound is Cc1ccc(/C=C/c2ccc(N)cc2)cc1. The result is 1 (mutagenic). (4) The drug is C=C(C)C(=O)OCCOC(=O)C(=C)C. The result is 0 (non-mutagenic). (5) The molecule is O=[N+]([O-])c1cc([N+](=O)[O-])c(O)c([N+](=O)[O-])c1. The result is 1 (mutagenic). (6) The molecule is O=C(Nc1ccccc1)C1CO1. The result is 1 (mutagenic).